Dataset: Catalyst prediction with 721,799 reactions and 888 catalyst types from USPTO. Task: Predict which catalyst facilitates the given reaction. (1) The catalyst class is: 12. Product: [ClH:41].[NH2:7][C@@H:8]([C:9]1[CH:10]=[CH:11][CH:12]=[CH:13][CH:14]=1)[C:15]([N:16]([C:29]1[CH:34]=[CH:33][C:32]([O:35][CH3:36])=[C:31]([O:37][CH3:38])[CH:30]=1)[CH2:17][CH2:18][C:19]1[CH:20]=[CH:21][C:22]([C:25]([F:28])([F:27])[F:26])=[CH:23][CH:24]=1)=[O:39]. Reactant: C(OC(=O)[NH:7][C@H:8]([C:15](=[O:39])[N:16]([C:29]1[CH:34]=[CH:33][C:32]([O:35][CH3:36])=[C:31]([O:37][CH3:38])[CH:30]=1)[CH2:17][CH2:18][C:19]1[CH:24]=[CH:23][C:22]([C:25]([F:28])([F:27])[F:26])=[CH:21][CH:20]=1)[C:9]1[CH:14]=[CH:13][CH:12]=[CH:11][CH:10]=1)(C)(C)C.[ClH:41]. (2) Reactant: [H-].[Na+].[I:3][C:4]1[CH:5]=[C:6]([CH:9]=[CH:10][CH:11]=1)[CH2:7][OH:8].[F:12][C:13]1[CH:20]=[CH:19][CH:18]=[C:17](F)[C:14]=1[C:15]#[N:16]. Product: [F:12][C:13]1[CH:20]=[CH:19][CH:18]=[C:17]([O:8][CH2:7][C:6]2[CH:9]=[CH:10][CH:11]=[C:4]([I:3])[CH:5]=2)[C:14]=1[C:15]#[N:16]. The catalyst class is: 3. (3) Reactant: [Cl:1][C:2]1[CH:7]=[CH:6][C:5]([OH:8])=[CH:4][C:3]=1[N+:9]([O-:11])=[O:10].Br[CH:13]([C:15]1[CH:20]=[CH:19][CH:18]=[CH:17][CH:16]=1)[CH3:14].C(=O)([O-])[O-].[Na+].[Na+]. Product: [Cl:1][C:2]1[CH:7]=[CH:6][C:5]([O:8][CH:13]([C:15]2[CH:20]=[CH:19][CH:18]=[CH:17][CH:16]=2)[CH3:14])=[CH:4][C:3]=1[N+:9]([O-:11])=[O:10]. The catalyst class is: 21. (4) Reactant: Cl[C:2]1[N:7]=[C:6]([NH:8][C:9]([C:11]2([C:14]3[CH:15]=[CH:16][C:17]4[O:21][CH2:20][CH2:19][C:18]=4[CH:22]=3)[CH2:13][CH2:12]2)=[O:10])[CH:5]=[CH:4][C:3]=1[CH3:23].[CH3:24][O:25][C:26]1[N:31]=[CH:30][C:29](B(O)O)=[CH:28][CH:27]=1.C(=O)([O-])[O-].[Na+].[Na+]. Product: [O:21]1[C:17]2[CH:16]=[CH:15][C:14]([C:11]3([C:9]([NH:8][C:6]4[N:7]=[C:2]([C:29]5[CH:30]=[N:31][C:26]([O:25][CH3:24])=[CH:27][CH:28]=5)[C:3]([CH3:23])=[CH:4][CH:5]=4)=[O:10])[CH2:13][CH2:12]3)=[CH:22][C:18]=2[CH2:19][CH2:20]1. The catalyst class is: 853. (5) Product: [C:43]1([CH3:46])[CH:42]=[CH:41][C:40]([C:38]2[NH:37][N:36]=[C:35]([NH:34][CH2:33][C:24]3[CH:23]=[C:22]([NH:21][CH2:19][C:9]4[CH:10]=[C:11]([C:12]5[CH:17]=[CH:16][C:15]([CH3:18])=[CH:14][CH:13]=5)[NH:7][N:8]=4)[NH:26][N:25]=3)[CH:39]=2)=[CH:45][CH:44]=1. The catalyst class is: 1. Reactant: O1CCCCC1[N:7]1[C:11]([C:12]2[CH:17]=[CH:16][C:15]([CH3:18])=[CH:14][CH:13]=2)=[CH:10][C:9]([C:19]([NH:21][C:22]2[N:26](C3CCCCO3)[N:25]=[C:24]([C:33](=O)[NH:34][C:35]3[CH:39]=[C:38]([C:40]4[CH:45]=[CH:44][C:43]([CH3:46])=[CH:42][CH:41]=4)[N:37](C4CCCCO4)[N:36]=3)[CH:23]=2)=O)=[N:8]1.CO.Cl.